From a dataset of Reaction yield outcomes from USPTO patents with 853,638 reactions. Predict the reaction yield, written as a fraction of the theoretical maximum amount of product (1.0 means a 100% yield; for example, 0.34 means a 34% yield). (1) The reactants are C(OC([NH:8][CH2:9][CH2:10][CH2:11][CH2:12][CH2:13]/[CH:14]=[C:15](\[F:21])/[C:16]([O:18][CH2:19][CH3:20])=[O:17])=O)(C)(C)C.C(O)(C(F)(F)F)=O.O. The catalyst is C(Cl)Cl. The product is [NH2:8][CH2:9][CH2:10][CH2:11][CH2:12][CH2:13]/[CH:14]=[C:15](\[F:21])/[C:16]([O:18][CH2:19][CH3:20])=[O:17]. The yield is 0.950. (2) The reactants are [CH2:1]([N:8]([CH2:17][C:18]1[CH:23]=[CH:22][CH:21]=[CH:20][CH:19]=1)[C:9]1[CH:10]=[CH:11][C:12]([C:15]#N)=[N:13][CH:14]=1)[C:2]1[CH:7]=[CH:6][CH:5]=[CH:4][CH:3]=1.CC(C[AlH]CC(C)C)C.C1(C)C=CC=CC=1.[O:40]1CCCC1. The catalyst is O. The product is [CH2:1]([N:8]([CH2:17][C:18]1[CH:23]=[CH:22][CH:21]=[CH:20][CH:19]=1)[C:9]1[CH:10]=[CH:11][C:12]([CH:15]=[O:40])=[N:13][CH:14]=1)[C:2]1[CH:7]=[CH:6][CH:5]=[CH:4][CH:3]=1. The yield is 0.500. (3) The catalyst is CO.O. The product is [OH:6][CH:5]([C:7]1[CH:8]=[C:9]2[C:14](=[CH:15][C:16]=1[C:17]([F:18])([F:19])[F:20])[NH:13][C:12](=[O:21])[N:11]([NH:22][S:23]([CH3:26])(=[O:25])=[O:24])[C:10]2=[O:27])[CH2:4][CH2:3][O:2][CH3:1]. The reactants are [CH3:1][O:2][CH2:3][CH2:4][C:5]([C:7]1[CH:8]=[C:9]2[C:14](=[CH:15][C:16]=1[C:17]([F:20])([F:19])[F:18])[NH:13][C:12](=[O:21])[N:11]([NH:22][S:23]([CH3:26])(=[O:25])=[O:24])[C:10]2=[O:27])=[O:6].[BH4-].[Na+].Cl. The yield is 0.940. (4) The reactants are [F:1][C:2]1[C:10]([F:11])=[CH:9][C:8]([I:12])=[CH:7][C:3]=1[C:4](O)=[O:5].[CH:13]([N:16](C(C)C)[CH2:17]C)(C)C.C(Cl)(=O)C(C)(C)C.CNC. The catalyst is ClCCl.O. The product is [F:1][C:2]1[C:10]([F:11])=[CH:9][C:8]([I:12])=[CH:7][C:3]=1[C:4]([N:16]([CH3:17])[CH3:13])=[O:5]. The yield is 0.870. (5) The reactants are Cl[C:2]1[O:3][C:4]([N:9]2[CH2:14][CH2:13][O:12][CH2:11][CH2:10]2)=[CH:5][C:6](=[O:8])[CH:7]=1.[CH3:15][O:16][C:17]([C:19]1[CH:20]=[C:21](B(O)O)[CH:22]=[CH:23][CH:24]=1)=[O:18].C(=O)([O-])[O-].[K+].[K+].N#N. The catalyst is O1CCOCC1.C1C=CC([P]([Pd]([P](C2C=CC=CC=2)(C2C=CC=CC=2)C2C=CC=CC=2)([P](C2C=CC=CC=2)(C2C=CC=CC=2)C2C=CC=CC=2)[P](C2C=CC=CC=2)(C2C=CC=CC=2)C2C=CC=CC=2)(C2C=CC=CC=2)C2C=CC=CC=2)=CC=1. The product is [CH3:15][O:16][C:17](=[O:18])[C:19]1[CH:20]=[CH:21][CH:22]=[C:23]([C:2]2[O:3][C:4]([N:9]3[CH2:14][CH2:13][O:12][CH2:11][CH2:10]3)=[CH:5][C:6](=[O:8])[CH:7]=2)[CH:24]=1. The yield is 0.460. (6) The reactants are C(N(CC)C(C)C)(C)C.[CH:10]1([N:13]2[CH:17]=[C:16]([C:18]3[CH:27]=[C:26]4[C:21]([NH:22][C@@H:23]([CH3:36])[CH2:24][N:25]4[C:28]([O:30][CH:31]4[CH2:35][CH2:34][CH2:33][CH2:32]4)=[O:29])=[CH:20][CH:19]=3)[CH:15]=[N:14]2)[CH2:12][CH2:11]1.[CH:37]1([C:40](Cl)=[O:41])[CH2:39][CH2:38]1. The catalyst is ClCCCl. The product is [CH:37]1([C:40]([N:22]2[C:21]3[C:26](=[CH:27][C:18]([C:16]4[CH:15]=[N:14][N:13]([CH:10]5[CH2:12][CH2:11]5)[CH:17]=4)=[CH:19][CH:20]=3)[N:25]([C:28]([O:30][CH:31]3[CH2:32][CH2:33][CH2:34][CH2:35]3)=[O:29])[CH2:24][C@@H:23]2[CH3:36])=[O:41])[CH2:39][CH2:38]1. The yield is 0.760.